Predict the reactants needed to synthesize the given product. From a dataset of Full USPTO retrosynthesis dataset with 1.9M reactions from patents (1976-2016). (1) The reactants are: [NH2:1][CH:2]1[CH2:10][C:9]2[C:4](=[CH:5][CH:6]=[C:7]([S:11][C:12](=[O:16])[N:13]([CH3:15])[CH3:14])[CH:8]=2)[CH2:3]1.[CH:17](OCC)=[O:18]. Given the product [CH:17]([NH:1][CH:2]1[CH2:10][C:9]2[C:4](=[CH:5][CH:6]=[C:7]([S:11][C:12](=[O:16])[N:13]([CH3:14])[CH3:15])[CH:8]=2)[CH2:3]1)=[O:18], predict the reactants needed to synthesize it. (2) The reactants are: I(Cl)(=O)=O.I([Cl:8])(=O)=O.C([N+](C)(C)C)C1C=CC=CC=1.[C:20]([C:23]1[C:28]2[O:29][CH2:30][C:31](=[O:33])[NH:32][C:27]=2[C:26]([O:34][CH2:35][C:36]2[CH:41]=[CH:40][CH:39]=[CH:38][CH:37]=2)=[CH:25][CH:24]=1)(=[O:22])[CH3:21].CC(O)=O.S(=O)(O)[O-].[Na+]. Given the product [CH2:35]([O:34][C:26]1[C:27]2[NH:32][C:31](=[O:33])[CH2:30][O:29][C:28]=2[C:23]([C:20](=[O:22])[CH2:21][Cl:8])=[CH:24][CH:25]=1)[C:36]1[CH:41]=[CH:40][CH:39]=[CH:38][CH:37]=1, predict the reactants needed to synthesize it. (3) Given the product [Cl:12][CH2:15][C:16]1[O:20][C:19]([C:21]([O:23][CH2:24][CH3:25])=[O:22])=[C:18]([CH3:26])[CH:17]=1, predict the reactants needed to synthesize it. The reactants are: N1C2C=CC=CC=2N=N1.S(Cl)([Cl:12])=O.O[CH2:15][C:16]1[O:20][C:19]([C:21]([O:23][CH2:24][CH3:25])=[O:22])=[C:18]([CH3:26])[CH:17]=1. (4) Given the product [C:35]([N:12]1[CH2:11][CH2:10][N:9]([C:7]2[CH:6]=[CH:5][C:4]([NH:15][C:16]([C:18]3[C:22]4[C:23](=[O:27])[NH:24][CH2:25][CH2:26][C:21]=4[O:20][CH:19]=3)=[O:17])=[C:3]([O:2][CH3:1])[CH:8]=2)[CH2:14][CH2:13]1)(=[O:37])[CH3:36], predict the reactants needed to synthesize it. The reactants are: [CH3:1][O:2][C:3]1[CH:8]=[C:7]([N:9]2[CH2:14][CH2:13][NH:12][CH2:11][CH2:10]2)[CH:6]=[CH:5][C:4]=1[NH:15][C:16]([C:18]1[C:22]2[C:23](=[O:27])[NH:24][CH2:25][CH2:26][C:21]=2[O:20][CH:19]=1)=[O:17].C(N(CC)CC)C.[C:35](Cl)(=[O:37])[CH3:36].